Dataset: NCI-60 drug combinations with 297,098 pairs across 59 cell lines. Task: Regression. Given two drug SMILES strings and cell line genomic features, predict the synergy score measuring deviation from expected non-interaction effect. (1) Drug 1: CN(C)N=NC1=C(NC=N1)C(=O)N. Drug 2: C(=O)(N)NO. Cell line: LOX IMVI. Synergy scores: CSS=37.0, Synergy_ZIP=-8.32, Synergy_Bliss=-1.96, Synergy_Loewe=-29.4, Synergy_HSA=-1.63. (2) Drug 1: CS(=O)(=O)C1=CC(=C(C=C1)C(=O)NC2=CC(=C(C=C2)Cl)C3=CC=CC=N3)Cl. Drug 2: CC1C(C(CC(O1)OC2CC(OC(C2O)C)OC3=CC4=CC5=C(C(=O)C(C(C5)C(C(=O)C(C(C)O)O)OC)OC6CC(C(C(O6)C)O)OC7CC(C(C(O7)C)O)OC8CC(C(C(O8)C)O)(C)O)C(=C4C(=C3C)O)O)O)O. Cell line: SNB-19. Synergy scores: CSS=58.6, Synergy_ZIP=26.0, Synergy_Bliss=26.1, Synergy_Loewe=27.4, Synergy_HSA=26.0. (3) Drug 1: CC1=C(N=C(N=C1N)C(CC(=O)N)NCC(C(=O)N)N)C(=O)NC(C(C2=CN=CN2)OC3C(C(C(C(O3)CO)O)O)OC4C(C(C(C(O4)CO)O)OC(=O)N)O)C(=O)NC(C)C(C(C)C(=O)NC(C(C)O)C(=O)NCCC5=NC(=CS5)C6=NC(=CS6)C(=O)NCCC[S+](C)C)O. Drug 2: CC(C)(C#N)C1=CC(=CC(=C1)CN2C=NC=N2)C(C)(C)C#N. Cell line: OVCAR-5. Synergy scores: CSS=16.0, Synergy_ZIP=-6.18, Synergy_Bliss=-2.04, Synergy_Loewe=-5.26, Synergy_HSA=-1.25. (4) Drug 1: C1=CC(=CC=C1CCCC(=O)O)N(CCCl)CCCl. Drug 2: C1C(C(OC1N2C=NC(=NC2=O)N)CO)O. Cell line: RXF 393. Synergy scores: CSS=15.3, Synergy_ZIP=-5.86, Synergy_Bliss=-3.71, Synergy_Loewe=-1.39, Synergy_HSA=-0.0208.